This data is from Reaction yield outcomes from USPTO patents with 853,638 reactions. The task is: Predict the reaction yield, written as a fraction of the theoretical maximum amount of product (1.0 means a 100% yield; for example, 0.34 means a 34% yield). The reactants are [N+:1]([C:4]1[CH:5]=[C:6]2[C:11](=[CH:12][CH:13]=1)[NH:10][C:9](=[O:14])[CH:8]=[CH:7]2)([O-])=O. The catalyst is [Pd].CN(C)C=O. The product is [NH2:1][C:4]1[CH:5]=[C:6]2[C:11](=[CH:12][CH:13]=1)[NH:10][C:9](=[O:14])[CH:8]=[CH:7]2. The yield is 0.900.